This data is from Reaction yield outcomes from USPTO patents with 853,638 reactions. The task is: Predict the reaction yield, written as a fraction of the theoretical maximum amount of product (1.0 means a 100% yield; for example, 0.34 means a 34% yield). (1) The reactants are Cl[CH2:2][C:3]1[CH:10]=[CH:9][C:6]([CH2:7][OH:8])=[CH:5][CH:4]=1.[Cl:11][C:12]1[CH:13]=[N:14][NH:15][CH:16]=1.C(=O)([O-])[O-].[K+].[K+]. The catalyst is C(#N)C.O. The product is [Cl:11][C:12]1[CH:13]=[N:14][N:15]([CH2:2][C:3]2[CH:10]=[CH:9][C:6]([CH2:7][OH:8])=[CH:5][CH:4]=2)[CH:16]=1. The yield is 0.750. (2) The reactants are N[CH:2]1[CH2:6][N:5](C(CC)C(N)=[O:9])[C:4](=[O:13])[CH2:3]1.CO[C:16]1([O:21][CH3:22])[CH2:20][CH2:19][CH2:18]O1.N1C=CC=CC=1. The catalyst is CC(O)=O. The product is [NH:5]1[CH2:6][CH2:2][CH2:3][C:4]1=[O:13].[O:21]1[CH:22]=[CH:18][C:19]([OH:9])=[CH:20][CH2:16]1. The yield is 0.301. (3) The reactants are [C:1]([C:3]1[CH:4]=[C:5]2[C:9](=[CH:10][CH:11]=1)[NH:8][C:7](=[O:12])[CH2:6]2)#[N:2].[Cl:13][C:14]1[N:19]=[CH:18][C:17]([S:20]([N:23]2[CH2:28][CH2:27][N:26]([CH:29]([CH3:31])[CH3:30])[CH2:25][CH2:24]2)(=[O:22])=[O:21])=[CH:16][CH:15]=1. No catalyst specified. The product is [ClH:13].[OH:12][C:7]1[NH:8][C:9]2[C:5]([C:6]=1[C:14]1[CH:15]=[CH:16][C:17]([S:20]([N:23]3[CH2:28][CH2:27][N:26]([CH:29]([CH3:31])[CH3:30])[CH2:25][CH2:24]3)(=[O:22])=[O:21])=[CH:18][N:19]=1)=[CH:4][C:3]([C:1]#[N:2])=[CH:11][CH:10]=2. The yield is 0.300. (4) The reactants are [CH3:1][O:2][C:3]1[CH:4]=[C:5]([C:11]#[C:12][CH2:13][CH2:14][N:15]2[CH2:19][CH2:18][O:17][C:16]2=[O:20])[CH:6]=[CH:7][C:8]=1[O:9][CH3:10].[CH2:21]([SnH:25]([CH2:30][CH2:31][CH2:32][CH3:33])[CH2:26][CH2:27][CH2:28][CH3:29])[CH2:22][CH2:23][CH3:24]. The catalyst is C1COCC1.C1C=CC([P]([Pd]([P](C2C=CC=CC=2)(C2C=CC=CC=2)C2C=CC=CC=2)([P](C2C=CC=CC=2)(C2C=CC=CC=2)C2C=CC=CC=2)[P](C2C=CC=CC=2)(C2C=CC=CC=2)C2C=CC=CC=2)(C2C=CC=CC=2)C2C=CC=CC=2)=CC=1. The product is [CH2:30]([Sn:25]([CH2:21][CH2:22][CH2:23][CH3:24])([CH2:26][CH2:27][CH2:28][CH3:29])[C:11]([C:5]1[CH:6]=[CH:7][C:8]([O:9][CH3:10])=[C:3]([O:2][CH3:1])[CH:4]=1)=[CH:12][CH2:13][CH2:14][N:15]1[CH2:19][CH2:18][O:17][C:16]1=[O:20])[CH2:31][CH2:32][CH3:33]. The yield is 0.790.